Task: Predict the product of the given reaction.. Dataset: Forward reaction prediction with 1.9M reactions from USPTO patents (1976-2016) (1) Given the reactants Cl[C:2]1[CH:10]=[C:9]2[C:5]([C:6]([C:11]3[CH:16]=[CH:15][N:14]=[C:13]([NH:17][CH:18]4[CH2:23][C:22]([CH3:25])([CH3:24])[NH:21][C:20]([CH3:27])([CH3:26])[CH2:19]4)[N:12]=3)=[CH:7][NH:8]2)=[CH:4][C:3]=1[F:28].[C:29](#[N:32])[CH:30]=[CH2:31].CCCC[N+](CCCC)(CCCC)CCCC.[F-], predict the reaction product. The product is: [F:28][C:3]1[CH:4]=[C:5]2[C:9](=[CH:10][C:2]=1/[CH:31]=[CH:30]/[C:29]#[N:32])[NH:8][CH:7]=[C:6]2[C:11]1[CH:16]=[CH:15][N:14]=[C:13]([NH:17][CH:18]2[CH2:23][C:22]([CH3:25])([CH3:24])[NH:21][C:20]([CH3:27])([CH3:26])[CH2:19]2)[N:12]=1. (2) Given the reactants Cl.[Cl:2][C:3]1[C:7]([NH2:8])=[CH:6][NH:5][N:4]=1.O1CCCC1.C(=O)(O)[O-].[Na+].[Cl:19][CH2:20][CH2:21][C:22](Cl)=[O:23], predict the reaction product. The product is: [Cl:19][CH2:20][CH2:21][C:22]([NH:8][C:7]1[C:3]([Cl:2])=[N:4][NH:5][CH:6]=1)=[O:23]. (3) Given the reactants [Cl:1][C:2]1[N:7]=[C:6]2[NH:8][N:9]=[CH:10][C:5]2=[C:4]([N:11]2[CH2:16][CH2:15][O:14][CH2:13][CH2:12]2)[N:3]=1.[C:17]([O:21][C:22](O[C:22]([O:21][C:17]([CH3:20])([CH3:19])[CH3:18])=[O:23])=[O:23])([CH3:20])([CH3:19])[CH3:18], predict the reaction product. The product is: [Cl:1][C:2]1[N:7]=[C:6]2[N:8]([C:22]([O:21][C:17]([CH3:20])([CH3:19])[CH3:18])=[O:23])[N:9]=[CH:10][C:5]2=[C:4]([N:11]2[CH2:12][CH2:13][O:14][CH2:15][CH2:16]2)[N:3]=1. (4) Given the reactants [C:1]([O:5][C:6](=[O:24])[NH:7][CH:8]1[CH2:13][CH2:12][N:11]([C:14]2[CH:19]=[C:18]([CH3:20])[CH:17]=[CH:16][C:15]=2[N+:21]([O-])=O)[CH2:10][CH2:9]1)([CH3:4])([CH3:3])[CH3:2].[H][H], predict the reaction product. The product is: [C:1]([O:5][C:6](=[O:24])[NH:7][CH:8]1[CH2:9][CH2:10][N:11]([C:14]2[CH:19]=[C:18]([CH3:20])[CH:17]=[CH:16][C:15]=2[NH2:21])[CH2:12][CH2:13]1)([CH3:4])([CH3:2])[CH3:3]. (5) Given the reactants [CH3:1][O:2][C:3]1[CH:4]=[C:5]([C:9](=O)[CH2:10][CH:11]([C:14]#[N:15])[C:12]#[N:13])[CH:6]=[CH:7][CH:8]=1.C(O)(=O)C.CO.[CH3:23][S-:24].[Na+], predict the reaction product. The product is: [CH3:1][O:2][C:3]1[CH:4]=[C:5]([C:9]2[NH:13][C:12]([S:24][CH3:23])=[C:11]([C:14]#[N:15])[CH:10]=2)[CH:6]=[CH:7][CH:8]=1. (6) Given the reactants [CH2:1]([O:3][C:4](=[O:24])[C:5]([CH3:23])([O:14][C:15]1[CH:20]=[CH:19][C:18]([O:21][CH3:22])=[CH:17][CH:16]=1)[CH2:6][C:7]1[CH:12]=[CH:11][C:10]([OH:13])=[CH:9][CH:8]=1)[CH3:2].[CH3:25][C:26]1[O:30][C:29]([C:31]2[S:32][CH:33]=[CH:34][CH:35]=2)=[N:28][C:27]=1[CH2:36][CH2:37]OS(C1C=CC(C)=CC=1)(=O)=O, predict the reaction product. The product is: [CH2:1]([O:3][C:4](=[O:24])[C:5]([CH3:23])([O:14][C:15]1[CH:16]=[CH:17][C:18]([O:21][CH3:22])=[CH:19][CH:20]=1)[CH2:6][C:7]1[CH:8]=[CH:9][C:10]([O:13][CH2:37][CH2:36][C:27]2[N:28]=[C:29]([C:31]3[S:32][CH:33]=[CH:34][CH:35]=3)[O:30][C:26]=2[CH3:25])=[CH:11][CH:12]=1)[CH3:2]. (7) Given the reactants [S:1]1[C:5]2[CH:6]=[CH:7][CH:8]=[CH:9][C:4]=2[N:3]=[C:2]1[NH:10][C:11](=[O:20])[C:12]1[CH:17]=[C:16]([F:18])[CH:15]=[C:14]([F:19])[CH:13]=1.C(=O)([O-])[O-].[K+].[K+].Br[CH:28]([CH3:34])[C:29]([O:31][CH2:32][CH3:33])=[O:30], predict the reaction product. The product is: [F:19][C:14]1[CH:13]=[C:12]([CH:17]=[C:16]([F:18])[CH:15]=1)[C:11]([N:10]=[C:2]1[N:3]([CH:28]([CH3:34])[C:29]([O:31][CH2:32][CH3:33])=[O:30])[C:4]2[CH:9]=[CH:8][CH:7]=[CH:6][C:5]=2[S:1]1)=[O:20].